Task: Regression. Given a peptide amino acid sequence and an MHC pseudo amino acid sequence, predict their binding affinity value. This is MHC class II binding data.. Dataset: Peptide-MHC class II binding affinity with 134,281 pairs from IEDB (1) The peptide sequence is VLSYVIGLLPPDMVV. The MHC is DRB1_0701 with pseudo-sequence DRB1_0701. The binding affinity (normalized) is 0.745. (2) The peptide sequence is KLIGGIGGFIKVRQYDQIPI. The MHC is HLA-DQA10301-DQB10302 with pseudo-sequence HLA-DQA10301-DQB10302. The binding affinity (normalized) is 0.214.